This data is from Catalyst prediction with 721,799 reactions and 888 catalyst types from USPTO. The task is: Predict which catalyst facilitates the given reaction. (1) Reactant: [CH3:1][C:2]1[N:3]=[C:4]([C:9]2[CH:14]=[CH:13][C:12]([O:15][C:16]3[CH:21]=[CH:20][CH:19]=[CH:18][CH:17]=3)=[CH:11][CH:10]=2)[C:5]([NH2:8])=[N:6][CH:7]=1.[H-].[Na+].Cl[CH2:25][CH2:26][S:27](Cl)(=[O:29])=[O:28].O. Product: [CH3:1][C:2]1[N:3]=[C:4]([C:9]2[CH:10]=[CH:11][C:12]([O:15][C:16]3[CH:17]=[CH:18][CH:19]=[CH:20][CH:21]=3)=[CH:13][CH:14]=2)[C:5]2[N:6]([CH:7]=1)[CH2:25][CH2:26][S:27](=[O:29])(=[O:28])[N:8]=2. The catalyst class is: 134. (2) The catalyst class is: 72. Product: [CH2:1]([N:8]1[C:17](=[O:18])[C:16]2[C:11](=[CH:12][CH:13]=[CH:14][CH:15]=2)[C:10]([CH2:19][C:20]2[C:28]3[C:23](=[CH:24][CH:25]=[C:26]([Cl:29])[CH:27]=3)[N:22]([CH2:30][C:31]([OH:33])=[O:32])[C:21]=2[CH3:35])=[N:9]1)[C:2]1[CH:7]=[CH:6][CH:5]=[CH:4][CH:3]=1. Reactant: [CH2:1]([N:8]1[C:17](=[O:18])[C:16]2[C:11](=[CH:12][CH:13]=[CH:14][CH:15]=2)[C:10]([CH2:19][C:20]2[C:28]3[C:23](=[CH:24][CH:25]=[C:26]([Cl:29])[CH:27]=3)[N:22]([CH2:30][C:31]([O:33]C)=[O:32])[C:21]=2[CH3:35])=[N:9]1)[C:2]1[CH:7]=[CH:6][CH:5]=[CH:4][CH:3]=1.C1COCC1.[OH-].[Li+].Cl. (3) Reactant: [I-].ClC1C=CC=C[N+]=1C.[NH:10]1[C:18]2[C:13](=[CH:14][CH:15]=[CH:16][C:17]=2[CH:19]=[N:20]O)[CH:12]=[CH:11]1.C(N(CC)CC)C. Product: [NH:10]1[C:18]2[C:13](=[CH:14][CH:15]=[CH:16][C:17]=2[C:19]#[N:20])[CH:12]=[CH:11]1. The catalyst class is: 1. (4) Reactant: [CH3:1][O:2][C:3]1[CH:40]=[CH:39][C:6]([CH2:7][N:8]([CH2:30][C:31]2[CH:36]=[CH:35][C:34]([O:37][CH3:38])=[CH:33][CH:32]=2)[C:9]2[N:14]=[CH:13][C:12]([C:15]3[C:16]4[CH2:29][CH2:28][NH:27][C:17]=4[N:18]=[C:19]([N:21]4[CH2:26][CH2:25][O:24][CH2:23][CH2:22]4)[N:20]=3)=[CH:11][N:10]=2)=[CH:5][CH:4]=1.[H-].[Na+].[CH2:43](I)[CH3:44]. Product: [CH2:43]([N:27]1[C:17]2[N:18]=[C:19]([N:21]3[CH2:26][CH2:25][O:24][CH2:23][CH2:22]3)[N:20]=[C:15]([C:12]3[CH:11]=[N:10][C:9]([N:8]([CH2:7][C:6]4[CH:5]=[CH:4][C:3]([O:2][CH3:1])=[CH:40][CH:39]=4)[CH2:30][C:31]4[CH:32]=[CH:33][C:34]([O:37][CH3:38])=[CH:35][CH:36]=4)=[N:14][CH:13]=3)[C:16]=2[CH2:29][CH2:28]1)[CH3:44]. The catalyst class is: 35. (5) The catalyst class is: 6. Product: [CH2:24]([O:23][C:12]1[N:13]=[C:14]([NH:16][CH2:17][C:18]2[O:19][CH:20]=[CH:21][CH:22]=2)[N:15]=[C:10]([NH:9][C:6]2[CH:7]=[CH:8][C:3]3[N:2]([CH3:26])[CH:1]=[N:27][C:4]=3[CH:5]=2)[N:11]=1)[CH3:25]. Reactant: [CH3:1][N:2]([CH3:26])[C:3]1[CH:8]=[CH:7][C:6]([NH:9][C:10]2[N:15]=[C:14]([NH:16][CH2:17][C:18]3[O:19][CH:20]=[CH:21][CH:22]=3)[N:13]=[C:12]([O:23][CH2:24][CH3:25])[N:11]=2)=[CH:5][CH:4]=1.[NH2:27]C1C=CC=CC=1.[OH-].[K+].CC(C)=O. (6) Reactant: [CH2:1]([N:5]1[CH:9]=[C:8]([C:10]([O:12][C:13]([CH3:16])([CH3:15])[CH3:14])=[O:11])[N:7]=[N:6]1)[CH2:2][C:3]#[CH:4].I[C:18]1[N:23]=[N:22][C:21]([NH2:24])=[CH:20][CH:19]=1.C(Cl)Cl.CO. Product: [NH2:24][C:21]1[N:22]=[N:23][C:18]([C:4]#[C:3][CH2:2][CH2:1][N:5]2[CH:9]=[C:8]([C:10]([O:12][C:13]([CH3:16])([CH3:15])[CH3:14])=[O:11])[N:7]=[N:6]2)=[CH:19][CH:20]=1. The catalyst class is: 540. (7) Product: [CH3:1][O:2][C:3](=[O:20])[CH:4]([NH:5][C:6]([O:8][C:9]([CH3:12])([CH3:10])[CH3:11])=[O:7])[C:13]1[CH:18]=[CH:17][CH:16]=[C:15]([NH:19][CH:21]2[CH2:26][CH2:25][CH2:24][CH2:23][CH2:22]2)[CH:14]=1. Reactant: [CH3:1][O:2][C:3](=[O:20])[CH:4]([C:13]1[CH:18]=[CH:17][CH:16]=[C:15]([NH2:19])[CH:14]=1)[NH:5][C:6]([O:8][C:9]([CH3:12])([CH3:11])[CH3:10])=[O:7].[C:21]1(=O)[CH2:26][CH2:25][CH2:24][CH2:23][CH2:22]1.[BH3-]C#N.[Na+]. The catalyst class is: 466.